This data is from Forward reaction prediction with 1.9M reactions from USPTO patents (1976-2016). The task is: Predict the product of the given reaction. (1) Given the reactants S([O-])([O-])(=O)=O.[Na+].[Na+].ClC1C=CC=C(C(OO)=[O:16])C=1.[N:19]1[C:24]([CH3:25])=[CH:23][CH:22]=[CH:21][C:20]=1[CH3:26], predict the reaction product. The product is: [N+:19]1([O-:16])[C:24]([CH3:25])=[CH:23][CH:22]=[CH:21][C:20]=1[CH3:26]. (2) Given the reactants C1C([C:7]2[C:16](=[O:17])[C:15]3[CH:14]=[CH:13][C:12]([OH:18])=[CH:11][C:10]=3[O:9][CH:8]=2)=CC=C(O)C=1.C[C@@H]1O[C@@H](OC[C@H]2O[C@@H](O[C:36]3[CH:41]=[C:40]4OC(C5C=CC(OC)=C(O)C=5)=CC(=O)[C:39]4=[C:38](O)[CH:37]=3)[C@H](O)[C@@H](O)[C@@H]2O)[C@H](O)[C@H](O)[C@H]1O.C[O:64]C1C=CC(C2OC3C=C(O)C=C(O)C=3C(=O)C=2)=CC=1O.COC1C=CC([C@H]2OC3C=C(O)C=C(O)C=3C(=O)C2)=CC=1O.OC1C=C(C=CC=1OC)C1CC(=O)C2C(=CC(O)=CC=2O)O1.C[C@@H]1O[C@@H](OC[C@H]2O[C@@H](OC3C=C(O)C4C(=O)C[C@@H](C5C=CC(OC)=C(O)C=5)OC=4C=3)[C@H](O)[C@@H](O)[C@@H]2O)[C@H](O)[C@H](O)[C@H]1O.CC1OC(OCC2OC(OC3C=C4C(C(CC(C5C=CC(OC)=C(O)C=5)O4)=O)=C(O)C=3)C(O)C(O)C2O)C(O)C(O)C1O.C1C(C2OC3C=C(O)C=C(O)C=3C(=O)C=2)=CC(O)=C(O)C=1.C1C(C2OC3C=C(O)C=C(O)C=3C(=O)C=2O)=CC(O)=C(O)C=1.C[C@@H]1O[C@@H](OC[C@H]2O[C@@H](OC3C(=O)C4C(O)=CC(O)=CC=4OC=3C3C=CC(O)=C(O)C=3)[C@H](O)[C@@H](O)[C@@H]2O)[C@H](O)[C@H](O)[C@H]1O.CC1OC(OCC2OC(OC3C(=O)C4C(=CC(O)=CC=4O)OC=3C3C=CC(O)=C(O)C=3)C(O)C(O)C2O)C(O)C(O)C1O.C1[C@H]2C3N(C[C@@H]1CNC2)C(=O)C=CC=3.COC1C=CC(C2C(=O)C3C(O)=CC(O)=CC=3OC=2)=CC=1, predict the reaction product. The product is: [CH:36]1[CH:37]=[CH:38][C:39]([C:8]2[O:9][C:10]3[CH:11]=[C:12]([OH:18])[CH:13]=[C:14]([OH:64])[C:15]=3[C:16](=[O:17])[CH:7]=2)=[CH:40][CH:41]=1.